Dataset: NCI-60 drug combinations with 297,098 pairs across 59 cell lines. Task: Regression. Given two drug SMILES strings and cell line genomic features, predict the synergy score measuring deviation from expected non-interaction effect. Drug 1: C1CC(=O)NC(=O)C1N2CC3=C(C2=O)C=CC=C3N. Drug 2: CC1C(C(CC(O1)OC2CC(CC3=C2C(=C4C(=C3O)C(=O)C5=C(C4=O)C(=CC=C5)OC)O)(C(=O)C)O)N)O.Cl. Cell line: SF-268. Synergy scores: CSS=30.1, Synergy_ZIP=-2.48, Synergy_Bliss=3.05, Synergy_Loewe=-20.7, Synergy_HSA=1.49.